From a dataset of Peptide-MHC class I binding affinity with 185,985 pairs from IEDB/IMGT. Regression. Given a peptide amino acid sequence and an MHC pseudo amino acid sequence, predict their binding affinity value. This is MHC class I binding data. (1) The peptide sequence is HLAAQGMAY. The MHC is HLA-A68:01 with pseudo-sequence HLA-A68:01. The binding affinity (normalized) is 0.157. (2) The peptide sequence is AEAALENL. The MHC is H-2-Kk with pseudo-sequence H-2-Kk. The binding affinity (normalized) is 0.0929.